From a dataset of Forward reaction prediction with 1.9M reactions from USPTO patents (1976-2016). Predict the product of the given reaction. Given the reactants [C:1]1([C:7]2[N:8]=[C:9]([C:16]3[CH:21]=[CH:20][C:19]([NH2:22])=[CH:18][CH:17]=3)[O:10][C:11]=2[C:12]([F:15])([F:14])[F:13])[CH:6]=[CH:5][CH:4]=[CH:3][CH:2]=1.N1C=CC=CC=1.[Cl:29][C:30]1[CH:38]=[CH:37][CH:36]=[CH:35][C:31]=1[C:32](Cl)=[O:33], predict the reaction product. The product is: [Cl:29][C:30]1[CH:38]=[CH:37][CH:36]=[CH:35][C:31]=1[C:32]([NH:22][C:19]1[CH:18]=[CH:17][C:16]([C:9]2[O:10][C:11]([C:12]([F:13])([F:14])[F:15])=[C:7]([C:1]3[CH:2]=[CH:3][CH:4]=[CH:5][CH:6]=3)[N:8]=2)=[CH:21][CH:20]=1)=[O:33].